The task is: Predict the product of the given reaction.. This data is from Forward reaction prediction with 1.9M reactions from USPTO patents (1976-2016). (1) Given the reactants COC[O:4][C:5]1[CH:10]=[CH:9][C:8]([C:11]2[C:12]3[CH:19]=[C:18]([CH2:20]O)[CH:17]=[CH:16][C:13]=3[S:14][CH:15]=2)=[C:7]([CH3:22])[CH:6]=1.[OH:23][C:24]1[CH:29]=[CH:28][C:27]([C@@H:30]([C:36]#[C:37][CH3:38])[CH2:31][C:32]([O:34][CH3:35])=[O:33])=[CH:26][CH:25]=1.C1C=CC(P(C2C=CC=CC=2)C2C=CC=CC=2)=CC=1.C1C=CC(COC(/N=N/C(OCC2C=CC=CC=2)=O)=O)=CC=1, predict the reaction product. The product is: [OH:4][C:5]1[CH:10]=[CH:9][C:8]([C:11]2[C:12]3[CH:19]=[C:18]([CH2:20][O:23][C:24]4[CH:25]=[CH:26][C:27]([C@@H:30]([C:36]#[C:37][CH3:38])[CH2:31][C:32]([O:34][CH3:35])=[O:33])=[CH:28][CH:29]=4)[CH:17]=[CH:16][C:13]=3[S:14][CH:15]=2)=[C:7]([CH3:22])[CH:6]=1. (2) Given the reactants [CH3:1][C:2]1[C:7]([CH2:8][S@:9]([C:11]2[NH:19][C:18]3[C:13](=[CH:14][CH:15]=[CH:16][CH:17]=3)[N:12]=2)=[O:10])=[N:6][CH:5]=[CH:4][C:3]=1[O:20][CH2:21][C:22]([F:25])([F:24])[F:23].[CH3:1][C:2]1[C:7]([CH2:8][S@:9]([C:11]2[NH:12][C:13]3[C:18](=[CH:17][CH:16]=[CH:15][CH:14]=3)[N:19]=2)=[O:10])=[N:6][CH:5]=[CH:4][C:3]=1[O:20][CH2:21][C:22]([F:25])([F:23])[F:24].O.O.O, predict the reaction product. The product is: [CH3:1][C:2]1[C:3]([O:20][CH2:21][C:22]([F:25])([F:23])[F:24])=[CH:4][CH:5]=[N:6][C:7]=1[CH2:8][S+:9]([O-:10])[C:11]1[NH:19][C:18]2[CH:17]=[CH:16][CH:15]=[CH:14][C:13]=2[N:12]=1. (3) Given the reactants [C:1]([N:5]1[CH2:10][CH2:9][NH:8][CH2:7][CH2:6]1)([CH3:4])([CH3:3])[CH3:2].Br[CH2:12][C:13]1[CH:18]=[CH:17][C:16]([NH:19][C:20](=[O:25])[C:21]([F:24])([F:23])[F:22])=[CH:15][C:14]=1[C:26]([F:29])([F:28])[F:27], predict the reaction product. The product is: [C:1]([N:5]1[CH2:10][CH2:9][N:8]([CH2:12][C:13]2[CH:18]=[CH:17][C:16]([NH:19][C:20](=[O:25])[C:21]([F:24])([F:23])[F:22])=[CH:15][C:14]=2[C:26]([F:27])([F:28])[F:29])[CH2:7][CH2:6]1)([CH3:4])([CH3:3])[CH3:2]. (4) The product is: [Br:24][C:8]1[CH:9]=[C:10]2[C:5](=[CH:6][C:7]=1[NH2:11])[N:4]([S:12]([C:15]1[CH:20]=[CH:19][C:18]([CH3:21])=[CH:17][CH:16]=1)(=[O:14])=[O:13])[N:3]=[C:2]2[CH3:1]. Given the reactants [CH3:1][C:2]1[C:10]2[C:5](=[CH:6][C:7]([NH2:11])=[CH:8][CH:9]=2)[N:4]([S:12]([C:15]2[CH:20]=[CH:19][C:18]([CH3:21])=[CH:17][CH:16]=2)(=[O:14])=[O:13])[N:3]=1.CO.[Br-:24].[Br-].[Br-].C([N+](CCCC)(CCCC)CCCC)CCC.C([N+](CCCC)(CCCC)CCCC)CCC.C([N+](CCCC)(CCCC)CCCC)CCC, predict the reaction product. (5) The product is: [CH3:22][O:23][C:24]([C:26]1[C:31]([Br:32])=[C:30]([NH:33][CH2:34][C:35]2[CH:40]=[CH:39][CH:38]=[CH:37][C:36]=2[N+:41]([O-:43])=[O:42])[C:29]([F:21])=[C:28]([Cl:44])[N:27]=1)=[O:25]. Given the reactants [B-](F)(F)(F)F.[B-](F)(F)(F)F.C1[N+]2(CCl)CC[N+]([F:21])(CC2)C1.[CH3:22][O:23][C:24]([C:26]1[C:31]([Br:32])=[C:30]([NH:33][CH2:34][C:35]2[CH:40]=[CH:39][CH:38]=[CH:37][C:36]=2[N+:41]([O-:43])=[O:42])[CH:29]=[C:28]([Cl:44])[N:27]=1)=[O:25], predict the reaction product. (6) The product is: [C:13]([O:11][C:10]1[C:9]([CH3:12])=[CH:8][C:4]([C:5]([OH:7])=[O:6])=[CH:3][C:2]=1[CH3:1])(=[O:15])[CH3:14]. Given the reactants [CH3:1][C:2]1[CH:3]=[C:4]([CH:8]=[C:9]([CH3:12])[C:10]=1[OH:11])[C:5]([OH:7])=[O:6].[C:13](OC(=O)C)(=[O:15])[CH3:14], predict the reaction product.